Dataset: Catalyst prediction with 721,799 reactions and 888 catalyst types from USPTO. Task: Predict which catalyst facilitates the given reaction. (1) Reactant: [Cl:1][C:2]1[N:7]=[CH:6][C:5]([CH:8]([OH:14])[CH2:9][NH:10][CH2:11][CH2:12][OH:13])=[CH:4][CH:3]=1.[CH3:15][C:16]([O:19][C:20](O[C:20]([O:19][C:16]([CH3:18])([CH3:17])[CH3:15])=[O:21])=[O:21])([CH3:18])[CH3:17].O. Product: [Cl:1][C:2]1[N:7]=[CH:6][C:5]([CH:8]([OH:14])[CH2:9][N:10]([CH2:11][CH2:12][OH:13])[C:20](=[O:21])[O:19][C:16]([CH3:18])([CH3:17])[CH3:15])=[CH:4][CH:3]=1. The catalyst class is: 1. (2) Reactant: [Br:1][C:2]1[CH:11]=[C:10]2[C:5]([C:6](=[O:17])[N:7]3[CH2:15][C:14](=[O:16])[CH2:13][CH2:12][C:8]3=[N:9]2)=[CH:4][CH:3]=1.[CH3:18][Mg+].[Br-]. Product: [Br:1][C:2]1[CH:11]=[C:10]2[C:5]([C:6](=[O:17])[N:7]3[CH2:15][C:14]([OH:16])([CH3:18])[CH2:13][CH2:12][C:8]3=[N:9]2)=[CH:4][CH:3]=1. The catalyst class is: 1. (3) Reactant: [CH:1]([NH:4][CH2:5][CH2:6][O:7][C:8]1[CH:13]=[CH:12][C:11]([C:14]2[N:19]=[C:18]([C:20]#[N:21])[C:17]3[N:22]=[CH:23][N:24]([CH3:25])[C:16]=3[CH:15]=2)=[CH:10][C:9]=1[C:26]([F:29])([F:28])[F:27])([CH3:3])[CH3:2].CCN(C(C)C)C(C)C.[C:39](Cl)(=[O:41])[CH3:40]. Product: [C:39]([N:4]([CH2:5][CH2:6][O:7][C:8]1[CH:13]=[CH:12][C:11]([C:14]2[N:19]=[C:18]([C:20]#[N:21])[C:17]3[N:22]=[CH:23][N:24]([CH3:25])[C:16]=3[CH:15]=2)=[CH:10][C:9]=1[C:26]([F:27])([F:28])[F:29])[CH:1]([CH3:3])[CH3:2])(=[O:41])[CH3:40]. The catalyst class is: 1. (4) The catalyst class is: 35. Reactant: [Br:1][C:2]1[CH:10]=[C:9]([CH3:11])[C:5]([C:6]([OH:8])=O)=[C:4]([CH3:12])[CH:3]=1.F[P-](F)(F)(F)(F)F.FC(N(C)C)=[N+](C)C.C(N(CC)CC)C.[C:35]1([S:45]([NH2:48])(=[O:47])=[O:46])[C:36]([S:41]([NH2:44])(=[O:43])=[O:42])=[CH:37][CH:38]=[CH:39][CH:40]=1. Product: [Br:1][C:2]1[CH:3]=[C:4]([CH3:12])[C:5]([C:6]([NH:48][S:45]([C:35]2[CH:40]=[CH:39][CH:38]=[CH:37][C:36]=2[S:41](=[O:43])(=[O:42])[NH2:44])(=[O:47])=[O:46])=[O:8])=[C:9]([CH3:11])[CH:10]=1.